Task: Regression. Given two drug SMILES strings and cell line genomic features, predict the synergy score measuring deviation from expected non-interaction effect.. Dataset: NCI-60 drug combinations with 297,098 pairs across 59 cell lines Drug 1: CC1=C(C(=CC=C1)Cl)NC(=O)C2=CN=C(S2)NC3=CC(=NC(=N3)C)N4CCN(CC4)CCO. Drug 2: C(CC(=O)O)C(=O)CN.Cl. Cell line: A498. Synergy scores: CSS=8.20, Synergy_ZIP=-2.36, Synergy_Bliss=2.50, Synergy_Loewe=-1.01, Synergy_HSA=2.21.